From a dataset of Reaction yield outcomes from USPTO patents with 853,638 reactions. Predict the reaction yield, written as a fraction of the theoretical maximum amount of product (1.0 means a 100% yield; for example, 0.34 means a 34% yield). (1) The reactants are [F:1][C:2]1[CH:7]=[CH:6][C:5]([F:8])=[CH:4][C:3]=1[C@@H:9]1[N:13]([C:14]2[CH:19]=[CH:18][N:17]3[N:20]=[CH:21][C:22]([C:23]([O:25]CC)=[O:24])=[C:16]3[N:15]=2)[C:12]([CH3:29])([CH3:28])[CH2:11][CH2:10]1.[OH-].[Na+].Cl. The catalyst is CO.[Cl-].[Na+].O. The product is [F:1][C:2]1[CH:7]=[CH:6][C:5]([F:8])=[CH:4][C:3]=1[C@@H:9]1[N:13]([C:14]2[CH:19]=[CH:18][N:17]3[N:20]=[CH:21][C:22]([C:23]([OH:25])=[O:24])=[C:16]3[N:15]=2)[C:12]([CH3:29])([CH3:28])[CH2:11][CH2:10]1. The yield is 0.970. (2) The reactants are [S:1]1[C:5]([C:6]([OH:8])=O)=[CH:4][C:3]2[CH2:9][CH2:10][CH2:11][CH2:12][C:2]1=2.S(Cl)(Cl)=O.[C:17]([NH2:21])([CH3:20])([CH3:19])[CH3:18]. The catalyst is ClCCl. The product is [C:17]([NH:21][C:6]([C:5]1[S:1][C:2]2[CH2:12][CH2:11][CH2:10][CH2:9][C:3]=2[CH:4]=1)=[O:8])([CH3:20])([CH3:19])[CH3:18]. The yield is 0.800. (3) The reactants are [NH2:1][C@H:2]1[C:11]2[C:6](=[CH:7][CH:8]=[C:9]([C:12]3[CH:13]=[N:14][C:15]([C:18]([N:20]4[CH2:25][CH2:24][O:23][CH2:22][CH2:21]4)=[O:19])=[CH:16][CH:17]=3)[CH:10]=2)[N:5]([C:26](=[O:28])[CH3:27])[C@@H:4]([CH3:29])[CH2:3]1.Br[C:31]1[CH:36]=[CH:35][C:34]([CH3:37])=[CH:33][N:32]=1.C1(P(C2CCCCC2)C2C=CC=CC=2C2C(N(C)C)=CC=CC=2)CCCCC1.CC(C)([O-])C.[Na+]. The catalyst is O1CCOCC1.C1C=CC(/C=C/C(/C=C/C2C=CC=CC=2)=O)=CC=1.C1C=CC(/C=C/C(/C=C/C2C=CC=CC=2)=O)=CC=1.C1C=CC(/C=C/C(/C=C/C2C=CC=CC=2)=O)=CC=1.[Pd].[Pd]. The product is [CH3:29][C@H:4]1[CH2:3][C@@H:2]([NH:1][C:31]2[CH:36]=[CH:35][C:34]([CH3:37])=[CH:33][N:32]=2)[C:11]2[C:6](=[CH:7][CH:8]=[C:9]([C:12]3[CH:13]=[N:14][C:15]([C:18]([N:20]4[CH2:25][CH2:24][O:23][CH2:22][CH2:21]4)=[O:19])=[CH:16][CH:17]=3)[CH:10]=2)[N:5]1[C:26](=[O:28])[CH3:27]. The yield is 0.130. (4) The reactants are [NH2:1][C:2]1[CH:3]=[N:4][CH:5]=[CH:6][C:7]=1[Cl:8].[CH3:9][C:10]1[C:11]([C:19]2[S:23][C:22]([C:24](Cl)=[O:25])=[CH:21][CH:20]=2)=[N:12][O:13][C:14]=1[C:15]([F:18])([F:17])[F:16]. The catalyst is C1COCC1. The product is [Cl:8][C:7]1[CH:6]=[CH:5][N:4]=[CH:3][C:2]=1[NH:1][C:24]([C:22]1[S:23][C:19]([C:11]2[C:10]([CH3:9])=[C:14]([C:15]([F:17])([F:18])[F:16])[O:13][N:12]=2)=[CH:20][CH:21]=1)=[O:25]. The yield is 0.160. (5) The reactants are Br[C:2]1[CH:7]=[CH:6][C:5]([Br:8])=[CH:4][CH:3]=1.Cl.[CH3:10][N:11]1[CH2:16][CH2:15][NH:14][CH2:13][C:12]1=[O:17].C(=O)([O-])[O-].[Cs+].[Cs+]. The catalyst is C1(C)C=CC=CC=1.C([O-])(=O)C.[Pd+2].C([O-])(=O)C.CC1(C)C2C=CC=C(P(C3C=CC=CC=3)C3C=CC=CC=3)C=2OC2C1=CC=CC=2P(C1C=CC=CC=1)C1C=CC=CC=1. The product is [Br:8][C:5]1[CH:6]=[CH:7][C:2]([N:14]2[CH2:15][CH2:16][N:11]([CH3:10])[C:12](=[O:17])[CH2:13]2)=[CH:3][CH:4]=1. The yield is 0.490.